Dataset: Full USPTO retrosynthesis dataset with 1.9M reactions from patents (1976-2016). Task: Predict the reactants needed to synthesize the given product. Given the product [CH3:1][O:2][C:3]1[CH:8]=[CH:7][N:6]=[C:5]([O:9][C@@H:10]2[CH2:15][CH2:14][C@@H:13]([CH3:16])[N:12]([C:24]([C:23]3[CH:27]=[CH:28][CH:29]=[CH:30][C:22]=3[N:18]3[N:19]=[N:20][CH:21]=[N:17]3)=[O:25])[CH2:11]2)[CH:4]=1, predict the reactants needed to synthesize it. The reactants are: [CH3:1][O:2][C:3]1[CH:8]=[CH:7][N:6]=[C:5]([O:9][C@@H:10]2[CH2:15][CH2:14][C@@H:13]([CH3:16])[NH:12][CH2:11]2)[CH:4]=1.[N:17]1[N:18]([C:22]2[CH:30]=[CH:29][CH:28]=[CH:27][C:23]=2[C:24](O)=[O:25])[N:19]=[N:20][CH:21]=1.C(Cl)CCl.ON1C2C=CC=CC=2N=N1.C(N(CC)CC)C.